Dataset: Full USPTO retrosynthesis dataset with 1.9M reactions from patents (1976-2016). Task: Predict the reactants needed to synthesize the given product. (1) Given the product [ClH:35].[CH3:36][NH:37][C@H:38]1[CH2:43][CH2:42][CH2:41][N:40]([C:44]([C:46]2[S:47][C:48]([C:51]3[C:55]([CH3:56])=[C:54]([C:57]([F:60])([F:59])[F:58])[O:53][N:52]=3)=[CH:49][CH:50]=2)=[O:45])[CH2:39]1, predict the reactants needed to synthesize it. The reactants are: FC(F)(F)C1ON=C(C2SC(C(O)=O)=CC=2)C=1C.CN(C[C@H]1CCCNC1)C(=O)OC(C)(C)C.[ClH:35].[CH3:36][NH:37][C@@H:38]1[CH2:43][CH2:42][CH2:41][N:40]([C:44]([C:46]2[S:47][C:48]([C:51]3[C:55]([CH3:56])=[C:54]([C:57]([F:60])([F:59])[F:58])[O:53][N:52]=3)=[CH:49][CH:50]=2)=[O:45])[CH2:39]1. (2) Given the product [C:21]([O:20][C:18]([N:15]1[CH2:16][CH2:17][N:12]([C:6]2[C:5]3[C:10](=[CH:11][C:2]([O:1][CH2:35][CH2:34][Cl:33])=[C:3]([O:25][CH3:26])[CH:4]=3)[N:9]=[CH:8][N:7]=2)[CH2:13][CH2:14]1)=[O:19])([CH3:22])([CH3:23])[CH3:24].[CH3:26][O:25][C:3]1[CH:4]=[C:5]2[C:10](=[CH:11][C:2]=1[O:1][CH2:42][CH2:41][CH:40]1[CH2:46][CH2:45][CH2:43][CH2:44][NH:48]1)[N:9]=[CH:8][N:7]=[C:6]2[N:12]1[CH2:13][CH2:14][NH:15][CH2:16][CH2:17]1, predict the reactants needed to synthesize it. The reactants are: [OH:1][C:2]1[CH:11]=[C:10]2[C:5]([C:6]([N:12]3[CH2:17][CH2:16][N:15]([C:18]([O:20][C:21]([CH3:24])([CH3:23])[CH3:22])=[O:19])[CH2:14][CH2:13]3)=[N:7][CH:8]=[N:9]2)=[CH:4][C:3]=1[O:25][CH3:26].C([O-])([O-])=O.[Cs+].[Cs+].[Cl:33][CH:34](OS([C:40]1[CH:46]=[CH:45][C:43]([CH3:44])=[CH:42][CH:41]=1)(=O)=O)[CH3:35].C[N:48](C=O)C. (3) The reactants are: [F:1][C:2]1[CH:7]=[CH:6][C:5]([C:8]2[C@H:9]([N:14]3C(=O)C4C(=CC=CC=4)C3=O)[CH2:10][NH:11][CH2:12][CH:13]=2)=[CH:4][CH:3]=1.O.NN. Given the product [F:1][C:2]1[CH:7]=[CH:6][C:5]([C:8]2[C@H:9]([NH2:14])[CH2:10][NH:11][CH2:12][CH:13]=2)=[CH:4][CH:3]=1, predict the reactants needed to synthesize it. (4) Given the product [CH3:26][O:27][C:28]1[CH:35]=[CH:34][C:31]([CH2:32][NH:33][CH2:5][C:2]([C:6]2[CH:10]=[C:9]([NH:11][C:12](=[O:25])[C:13]([CH3:24])([S:15]([CH:18]3[CH2:19][CH2:20][O:21][CH2:22][CH2:23]3)(=[O:16])=[O:17])[CH3:14])[O:8][N:7]=2)([CH3:1])[CH3:3])=[CH:30][CH:29]=1, predict the reactants needed to synthesize it. The reactants are: [CH3:1][C:2]([C:6]1[CH:10]=[C:9]([NH:11][C:12](=[O:25])[C:13]([CH3:24])([S:15]([CH:18]2[CH2:23][CH2:22][O:21][CH2:20][CH2:19]2)(=[O:17])=[O:16])[CH3:14])[O:8][N:7]=1)([CH3:5])[CH:3]=O.[CH3:26][O:27][C:28]1[CH:35]=[CH:34][C:31]([CH2:32][NH2:33])=[CH:30][CH:29]=1.C(O[BH-](OC(=O)C)OC(=O)C)(=O)C. (5) Given the product [F:1][C:2]1[C:3]([F:11])=[C:4]([NH:12][NH2:13])[C:5]([F:9])=[C:6]([F:8])[N:7]=1, predict the reactants needed to synthesize it. The reactants are: [F:1][C:2]1[N:7]=[C:6]([F:8])[C:5]([F:9])=[C:4](F)[C:3]=1[F:11].[NH2:12][NH2:13]. (6) Given the product [CH3:31][O:32][C:33]1[CH:38]=[C:1]([CH2:4][CH2:5][O:6][C:7]2[CH:8]=[CH:9][C:10]([C:11]([NH:13][CH2:14][C:15]([OH:17])=[O:16])=[O:12])=[CH:18][CH:19]=2)[CH:3]=[CH:2][CH:34]=1, predict the reactants needed to synthesize it. The reactants are: [CH:1]1([CH2:4][CH2:5][O:6][C:7]2[CH:19]=[CH:18][C:10]([C:11]([NH:13][CH2:14][C:15]([OH:17])=[O:16])=[O:12])=[CH:9][CH:8]=2)[CH2:3][CH2:2]1.OC1C=CC(C(OC)=O)=CC=1.[CH3:31][O:32][C:33]1[CH:34]=C(CCO)C=C[CH:38]=1. (7) Given the product [CH3:24][N:22]([CH3:23])[C:20]1[C:19]([CH3:25])=[CH:18][N:17]=[C:16]([NH:15][C@@H:12]2[CH2:13][CH2:14][C@H:9]([C:7]([NH:6][CH2:5][C:4]3[CH:26]=[CH:27][CH:28]=[C:2]([NH:1][C:29](=[O:32])[CH2:30][CH3:31])[CH:3]=3)=[O:8])[CH2:10][CH2:11]2)[N:21]=1, predict the reactants needed to synthesize it. The reactants are: [NH2:1][C:2]1[CH:3]=[C:4]([CH:26]=[CH:27][CH:28]=1)[CH2:5][NH:6][C:7]([C@H:9]1[CH2:14][CH2:13][C@@H:12]([NH:15][C:16]2[N:21]=[C:20]([N:22]([CH3:24])[CH3:23])[C:19]([CH3:25])=[CH:18][N:17]=2)[CH2:11][CH2:10]1)=[O:8].[C:29](Cl)(=[O:32])[CH2:30][CH3:31]. (8) Given the product [CH3:1][O:2][C:3]1[CH:16]=[CH:15][CH:14]=[C:13]2[C:4]=1[O:5][C:6]1[CH:7]=[C:8]([O:19][CH2:20][CH:21]=[CH2:22])[CH:9]=[C:10]([O:18][CH3:23])[C:11]=1[C:12]2=[O:17], predict the reactants needed to synthesize it. The reactants are: [CH3:1][O:2][C:3]1[CH:16]=[CH:15][CH:14]=[C:13]2[C:4]=1[O:5][C:6]1[CH:7]=[C:8]([O:19][CH2:20][CH:21]=[CH2:22])[CH:9]=[C:10]([OH:18])[C:11]=1[C:12]2=[O:17].[C:23](=O)([O-])[O-].[K+].[K+].CI.